From a dataset of Full USPTO retrosynthesis dataset with 1.9M reactions from patents (1976-2016). Predict the reactants needed to synthesize the given product. (1) Given the product [F:1][C:2]1[CH:3]=[C:4]([CH:7]=[CH:8][C:9]=1[S:12][CH3:11])[CH:5]=[O:6], predict the reactants needed to synthesize it. The reactants are: [F:1][C:2]1[CH:3]=[C:4]([CH:7]=[CH:8][C:9]=1F)[CH:5]=[O:6].[CH3:11][S-:12].[Na+].C(OCC)(=O)C. (2) Given the product [F:20][C:18]1[CH:17]=[CH:16][C:15]([CH3:21])=[C:14]([N:11]2[CH2:10][CH2:9][NH:8][CH2:13][CH2:12]2)[CH:19]=1, predict the reactants needed to synthesize it. The reactants are: C(OC([N:8]1[CH2:13][CH2:12][N:11]([C:14]2[CH:19]=[C:18]([F:20])[CH:17]=[CH:16][C:15]=2[CH3:21])[CH2:10][CH2:9]1)=O)(C)(C)C.ClCCl.FC(F)(F)C(O)=O. (3) Given the product [CH3:24][O:23][C:21]([C:14]1[CH:13]=[C:12]([C:4]2[C:3]([C:1]([OH:30])=[O:2])=[CH:11][C:7]3[O:8][CH2:9][O:10][C:6]=3[CH:5]=2)[N:16]2[CH:17]=[CH:18][CH:19]=[N:20][C:15]=12)=[O:22], predict the reactants needed to synthesize it. The reactants are: [CH:1]([C:3]1[C:4]([C:12]2[N:16]3[CH:17]=[CH:18][CH:19]=[N:20][C:15]3=[C:14]([C:21]([O:23][CH3:24])=[O:22])[CH:13]=2)=[CH:5][C:6]2[O:10][CH2:9][O:8][C:7]=2[CH:11]=1)=[O:2].CC(CC)=C.[O-:30]Cl=O.[Na+]. (4) Given the product [Cl:14][C:15]1[CH:16]=[C:17]([C:18]([C:7]2[C:6]3[CH:8]=[CH:9][CH:10]=[CH:11][C:5]=3[O:4][C:3]=2[CH2:1][CH3:2])=[O:19])[CH:21]=[C:22]([Cl:25])[C:23]=1[OH:24], predict the reactants needed to synthesize it. The reactants are: [CH2:1]([C:3]1[O:4][C:5]2[CH:11]=[CH:10][CH:9]=[CH:8][C:6]=2[CH:7]=1)[CH3:2].N#N.[Cl:14][C:15]1[CH:16]=[C:17]([CH:21]=[C:22]([Cl:25])[C:23]=1[OH:24])[C:18](Cl)=[O:19].[Sn](Cl)(Cl)(Cl)Cl. (5) Given the product [CH2:8]([O:15][C:6](=[O:7])[NH:5][S:2]([N:16]1[CH2:21][CH2:20][O:19][CH2:18][CH2:17]1)(=[O:4])=[O:3])[C:9]1[CH:14]=[CH:13][CH:12]=[CH:11][CH:10]=1, predict the reactants needed to synthesize it. The reactants are: Cl[S:2]([N:5]=[C:6]=[O:7])(=[O:4])=[O:3].[CH2:8]([OH:15])[C:9]1[CH:14]=[CH:13][CH:12]=[CH:11][CH:10]=1.[NH:16]1[CH2:21][CH2:20][O:19][CH2:18][CH2:17]1.C(N(CC)CC)C.